Dataset: Peptide-MHC class I binding affinity with 185,985 pairs from IEDB/IMGT. Task: Regression. Given a peptide amino acid sequence and an MHC pseudo amino acid sequence, predict their binding affinity value. This is MHC class I binding data. (1) The peptide sequence is AQLVDDFTL. The MHC is H-2-Kb with pseudo-sequence H-2-Kb. The binding affinity (normalized) is 0.327. (2) The binding affinity (normalized) is 0.0623. The MHC is HLA-A26:01 with pseudo-sequence HLA-A26:01. The peptide sequence is APRTLVYLL. (3) The binding affinity (normalized) is 0. The MHC is HLA-B18:01 with pseudo-sequence HLA-B18:01. The peptide sequence is VIPMFSAL. (4) The binding affinity (normalized) is 0. The MHC is HLA-B27:05 with pseudo-sequence HLA-B27:05. The peptide sequence is NAWVKLIEEKK.